From a dataset of Catalyst prediction with 721,799 reactions and 888 catalyst types from USPTO. Predict which catalyst facilitates the given reaction. (1) Reactant: Cl[C:2]1[C:11]([C:12]2[CH:17]=[CH:16][C:15]([F:18])=[CH:14][CH:13]=2)=[N:10][C:9]2[C:4](=[CH:5][CH:6]=[C:7]([C:19]([O:21][CH3:22])=[O:20])[CH:8]=2)[N:3]=1.[N:23]1[CH:28]=[CH:27][CH:26]=[CH:25][C:24]=1[N:29]1[CH2:34][CH2:33][NH:32][CH2:31][CH2:30]1.C(=O)([O-])[O-].[K+].[K+]. Product: [F:18][C:15]1[CH:16]=[CH:17][C:12]([C:11]2[C:2]([N:32]3[CH2:33][CH2:34][N:29]([C:24]4[CH:25]=[CH:26][CH:27]=[CH:28][N:23]=4)[CH2:30][CH2:31]3)=[N:3][C:4]3[C:9]([N:10]=2)=[CH:8][C:7]([C:19]([O:21][CH3:22])=[O:20])=[CH:6][CH:5]=3)=[CH:13][CH:14]=1. The catalyst class is: 9. (2) Reactant: [CH2:1]1[CH2:11][CH2:10]N2[C:4](=NCCC2)[CH2:3][CH2:2]1.[CH2:12]([OH:18])[CH2:13][CH2:14][CH2:15]CC.CCCCCCCCCC. Product: [CH2:12]([OH:18])[CH2:13][CH2:14][CH2:15][CH2:10][CH2:11][CH2:1][CH2:2][CH2:3][CH3:4]. The catalyst class is: 81.